Dataset: Full USPTO retrosynthesis dataset with 1.9M reactions from patents (1976-2016). Task: Predict the reactants needed to synthesize the given product. Given the product [CH:1]1([CH2:4][O:5][C:6]2[CH:11]=[C:10]([O:12][CH2:13][CH2:14][O:15][CH3:16])[CH:9]=[CH:8][C:7]=2/[CH:17]=[CH:18]/[C:19]([OH:21])=[O:20])[CH2:3][CH2:2]1, predict the reactants needed to synthesize it. The reactants are: [CH:1]1([CH2:4][O:5][C:6]2[CH:11]=[C:10]([O:12][CH2:13][CH2:14][O:15][CH3:16])[CH:9]=[CH:8][C:7]=2/[CH:17]=[CH:18]/[C:19]([O:21]CC)=[O:20])[CH2:3][CH2:2]1.[OH-].[Na+].